Dataset: Full USPTO retrosynthesis dataset with 1.9M reactions from patents (1976-2016). Task: Predict the reactants needed to synthesize the given product. Given the product [C:22]([O:21][C:19]([N:14]1[C:15]2[C:11](=[CH:10][C:9]([OH:8])=[CH:17][C:16]=2[CH3:18])[CH2:12][CH2:13]1)=[O:20])([CH3:25])([CH3:24])[CH3:23], predict the reactants needed to synthesize it. The reactants are: C([O:8][C:9]1[CH:10]=[C:11]2[C:15](=[C:16]([CH3:18])[CH:17]=1)[N:14]([C:19]([O:21][C:22]([CH3:25])([CH3:24])[CH3:23])=[O:20])[CH:13]=[CH:12]2)C1C=CC=CC=1.